Dataset: Forward reaction prediction with 1.9M reactions from USPTO patents (1976-2016). Task: Predict the product of the given reaction. (1) Given the reactants [CH2:1]([C:4]1[C:5]2[CH2:6][CH2:7][CH2:8][CH2:9][C:10]=2[C:11]([CH2:20][CH2:21][CH3:22])=[C:12]2[C:17]=1[CH:16]=[C:15]([I:18])[C:14]([I:19])=[CH:13]2)[CH2:2][CH3:3].ClC1C(=O)C(C#N)=C(C#N)C(=O)C=1Cl, predict the reaction product. The product is: [CH2:20]([C:11]1[C:10]2[C:5]([C:4]([CH2:1][CH2:2][CH3:3])=[C:17]3[C:12]=1[CH:13]=[C:14]([I:19])[C:15]([I:18])=[CH:16]3)=[CH:6][CH:7]=[CH:8][CH:9]=2)[CH2:21][CH3:22]. (2) Given the reactants [H-].[Na+].[F:3][C:4]([F:10])([CH:7]([F:9])[F:8])[CH2:5][OH:6].[H][H].Cl[C:14]1[CH:24]=[CH:23][C:17]([C:18]([O:20][CH2:21][CH3:22])=[O:19])=[CH:16][N:15]=1, predict the reaction product. The product is: [F:3][C:4]([F:10])([CH:7]([F:9])[F:8])[CH2:5][O:6][C:14]1[CH:24]=[CH:23][C:17]([C:18]([O:20][CH2:21][CH3:22])=[O:19])=[CH:16][N:15]=1. (3) Given the reactants C(OC(=O)[NH:7][C@@H:8]1[CH2:13][CH2:12][C@@H:11]([C:14](=[O:27])[NH:15][C:16]2[CH:17]=[CH:18][CH:19]=[C:20]3[C:25]=2[N:24]=[C:23]([CH3:26])[CH:22]=[CH:21]3)[CH2:10][C@H:9]1[O:28][CH3:29])(C)(C)C, predict the reaction product. The product is: [CH3:26][C:23]1[CH:22]=[CH:21][C:20]2[C:25](=[C:16]([NH:15][C:14]([C@@H:11]3[CH2:12][CH2:13][C@@H:8]([NH2:7])[C@H:9]([O:28][CH3:29])[CH2:10]3)=[O:27])[CH:17]=[CH:18][CH:19]=2)[N:24]=1.